This data is from Reaction yield outcomes from USPTO patents with 853,638 reactions. The task is: Predict the reaction yield, written as a fraction of the theoretical maximum amount of product (1.0 means a 100% yield; for example, 0.34 means a 34% yield). (1) The reactants are CCN=C=NCCCN(C)C.Cl.[C:13]([O:16][C:17]1[CH:25]=[CH:24][C:23]([Cl:26])=[CH:22][C:18]=1[C:19]([OH:21])=O)(=[O:15])[CH3:14].[NH2:27][C@@H:28]([CH2:46][C:47]1[CH:52]=[CH:51][CH:50]=[CH:49][CH:48]=1)[C:29]([NH:31][C:32]1[CH:37]=[C:36]([C:38]([F:41])([F:40])[F:39])[CH:35]=[C:34]([C:42]([F:45])([F:44])[F:43])[CH:33]=1)=[O:30].ON1C2C=CC=CC=2N=N1.Cl. The catalyst is CN(C)C=O. The product is [C:13]([O:16][C:17]1[CH:25]=[CH:24][C:23]([Cl:26])=[CH:22][C:18]=1[C:19]([NH:27][C@H:28]([C:29](=[O:30])[NH:31][C:32]1[CH:37]=[C:36]([C:38]([F:40])([F:41])[F:39])[CH:35]=[C:34]([C:42]([F:43])([F:44])[F:45])[CH:33]=1)[CH2:46][C:47]1[CH:48]=[CH:49][CH:50]=[CH:51][CH:52]=1)=[O:21])(=[O:15])[CH3:14]. The yield is 0.514. (2) The reactants are [C:1]([O:5][C:6]([N:8]([CH:22]([CH3:24])[CH3:23])[CH2:9][CH:10]([C:15]1[CH:20]=[CH:19][C:18]([Cl:21])=[CH:17][CH:16]=1)[C:11]([O:13]C)=[O:12])=[O:7])([CH3:4])([CH3:3])[CH3:2].O([Si](C)(C)C)[K:26]. The catalyst is C1COCC1. The product is [C:1]([O:5][C:6]([N:8]([CH:22]([CH3:24])[CH3:23])[CH2:9][CH:10]([C:15]1[CH:20]=[CH:19][C:18]([Cl:21])=[CH:17][CH:16]=1)[C:11]([O-:13])=[O:12])=[O:7])([CH3:3])([CH3:4])[CH3:2].[K+:26]. The yield is 1.05. (3) The reactants are [Li]C(C)(C)C.[CH3:6][C:7]([Si:10]([CH3:20])([CH3:19])[O:11][CH2:12][CH2:13][C:14]1[O:15][CH:16]=[CH:17][CH:18]=1)([CH3:9])[CH3:8].[CH2:21]1[O:23][CH2:22]1.[NH4+].[Cl-]. The catalyst is C1COCC1. The product is [CH3:9][C:7]([Si:10]([CH3:19])([CH3:20])[O:11][CH2:12][CH2:13][C:14]1[O:15][C:16]([CH2:21][CH2:22][OH:23])=[CH:17][CH:18]=1)([CH3:6])[CH3:8]. The yield is 0.670. (4) The reactants are [F:1][C:2]1[CH:3]=[C:4]([CH:7]=[C:8]([OH:11])[C:9]=1[OH:10])[CH:5]=[O:6].[C:12]([O-])([O-])=O.[Cs+].[Cs+].O. The catalyst is CN(C=O)C. The product is [F:1][C:2]1[C:9]2[O:10][CH2:12][O:11][C:8]=2[CH:7]=[C:4]([CH:5]=[O:6])[CH:3]=1. The yield is 0.490. (5) The reactants are [Cl:1][C:2]1[N:7]=[C:6](Cl)[C:5]([C:9]([F:12])([F:11])[F:10])=[CH:4][N:3]=1.[NH2:13][C:14]1[CH:23]=[CH:22][CH:21]=[CH:20][C:15]=1[C:16]([NH:18][CH3:19])=[O:17].C(=O)=O.[OH-].[K+]. The catalyst is CC#N. The product is [Cl:1][C:2]1[N:7]=[C:6]([NH:13][C:14]2[CH:23]=[CH:22][CH:21]=[CH:20][C:15]=2[C:16]([NH:18][CH3:19])=[O:17])[C:5]([C:9]([F:12])([F:11])[F:10])=[CH:4][N:3]=1. The yield is 0.280. (6) The product is [ClH:21].[ClH:21].[CH3:1][C:2]1[N:7]=[C:6]([S:8][CH2:9][C:10]2[CH:11]=[C:12]3[C:17](=[CH:18][CH:19]=2)[N:16]=[CH:15][CH:14]=[N:13]3)[N:5]=[C:4]([OH:20])[CH:3]=1. The reactants are [CH3:1][C:2]1[N:7]=[C:6]([S:8][CH2:9][C:10]2[CH:11]=[C:12]3[C:17](=[CH:18][CH:19]=2)[N:16]=[CH:15][CH:14]=[N:13]3)[N:5]=[C:4]([OH:20])[CH:3]=1.[ClH:21].O1CCOCC1. The yield is 0.970. The catalyst is CO. (7) The reactants are [Br:1][C:2]1[CH:14]=[CH:13][C:12]2[C:11]3[C:6](=[CH:7][C:8]([Br:15])=[CH:9][CH:10]=3)[C:5]([CH2:17][CH2:18][CH2:19][CH2:20][NH2:21])([CH3:16])[C:4]=2[CH:3]=1.[C:22]([O:26][C:27](O[C:27]([O:26][C:22]([CH3:25])([CH3:24])[CH3:23])=[O:28])=[O:28])([CH3:25])([CH3:24])[CH3:23]. The catalyst is C1COCC1. The product is [C:22]([O:26][C:27](=[O:28])[NH:21][CH2:20][CH2:19][CH2:18][CH2:17][C:5]1([CH3:16])[C:4]2[CH:3]=[C:2]([Br:1])[CH:14]=[CH:13][C:12]=2[C:11]2[C:6]1=[CH:7][C:8]([Br:15])=[CH:9][CH:10]=2)([CH3:25])([CH3:24])[CH3:23]. The yield is 0.790. (8) The reactants are [OH:1][C:2]([C:51]1[S:52][CH:53]=[CH:54][CH:55]=1)([C:46]1[S:47][CH:48]=[CH:49][CH:50]=1)[C:3]([O:5][C@H:6]1[CH2:11][CH2:10][C@H:9]([N:12]([CH2:14][CH2:15][CH2:16][CH2:17][CH2:18][CH2:19][CH2:20][CH2:21][CH2:22][NH:23][CH2:24][C@H:25]([O:38][Si](C(C)(C)C)(C)C)[C:26]2[CH:35]=[CH:34][C:33]([OH:36])=[C:32]3[C:27]=2[CH:28]=[CH:29][C:30](=[O:37])[NH:31]3)[CH3:13])[CH2:8][CH2:7]1)=[O:4].F.F.F.C(N(CC)CC)C. The catalyst is O1CCCC1.C(Cl)Cl. The product is [OH:1][C:2]([C:46]1[S:47][CH:48]=[CH:49][CH:50]=1)([C:51]1[S:52][CH:53]=[CH:54][CH:55]=1)[C:3]([O:5][C@H:6]1[CH2:11][CH2:10][C@H:9]([N:12]([CH2:14][CH2:15][CH2:16][CH2:17][CH2:18][CH2:19][CH2:20][CH2:21][CH2:22][NH:23][CH2:24][C@H:25]([OH:38])[C:26]2[CH:35]=[CH:34][C:33]([OH:36])=[C:32]3[C:27]=2[CH:28]=[CH:29][C:30](=[O:37])[NH:31]3)[CH3:13])[CH2:8][CH2:7]1)=[O:4]. The yield is 0.610.